From a dataset of Full USPTO retrosynthesis dataset with 1.9M reactions from patents (1976-2016). Predict the reactants needed to synthesize the given product. (1) Given the product [S:31]1[C:27]([C:24]2[CH:25]=[CH:26][C:21]([O:9][C:8](=[O:10])[CH2:7][C:5]3[CH:6]=[CH:1][CH:2]=[CH:3][C:4]=3[NH:11][C:12]3[C:13]([Cl:19])=[CH:14][CH:15]=[CH:16][C:17]=3[Cl:18])=[CH:22][CH:23]=2)=[CH:28][C:29](=[S:32])[S:30]1, predict the reactants needed to synthesize it. The reactants are: [CH:1]1[CH:2]=[CH:3][C:4]([NH:11][C:12]2[C:13]([Cl:19])=[CH:14][CH:15]=[CH:16][C:17]=2[Cl:18])=[C:5]([CH2:7][C:8]([OH:10])=[O:9])[CH:6]=1.O[C:21]1[CH:26]=[CH:25][C:24]([C:27]2[S:31][S:30][C:29](=[S:32])[CH:28]=2)=[CH:23][CH:22]=1.C1(N=C=NC2CCCCC2)CCCCC1. (2) Given the product [C:14]([C:12]1[CH:11]=[CH:10][C:8]2[O:9][C:5]3[CH:4]=[CH:3][C:2]([N:28]4[C:29]5[CH:17]=[CH:18][C:19]([N:30]6[C:42]7[CH:41]=[CH:40][C:39]([C:43]#[N:44])=[CH:38][C:37]=7[C:36]7[C:31]6=[CH:32][CH:33]=[CH:34][CH:35]=7)=[CH:20][C:21]=5[C:22]5[C:27]4=[CH:26][CH:25]=[CH:24][CH:23]=5)=[CH:16][C:6]=3[C:7]=2[CH:13]=1)#[N:15], predict the reactants needed to synthesize it. The reactants are: Br[C:2]1[CH:3]=[CH:4][C:5]2[O:9][C:8]3[CH:10]=[CH:11][C:12]([C:14]#[N:15])=[CH:13][C:7]=3[C:6]=2[CH:16]=1.[CH:17]1[C:29]2[NH:28][C:27]3[C:22](=[CH:23][CH:24]=[CH:25][CH:26]=3)[C:21]=2[CH:20]=[C:19]([N:30]2[C:42]3[CH:41]=[CH:40][C:39]([C:43]#[N:44])=[CH:38][C:37]=3[C:36]3[C:31]2=[CH:32][CH:33]=[CH:34][CH:35]=3)[CH:18]=1.N1C2C(=CC=C3C=2N=CC=C3)C=CC=1.[O-]P([O-])([O-])=O.[K+].[K+].[K+]. (3) Given the product [CH:1]1([NH:4][C:5](=[O:6])[C:7]2[CH:8]=[CH:9][C:10]([CH3:31])=[C:11]([C:13]3[CH:14]=[C:15]4[C:20](=[CH:21][CH:22]=3)[C:19](=[O:23])[N:18]([CH2:24][CH:25]3[CH2:26][CH2:27]3)[CH:17]=[C:16]4[CH2:28][OH:29])[CH:12]=2)[CH2:2][CH2:3]1, predict the reactants needed to synthesize it. The reactants are: [CH:1]1([NH:4][C:5]([C:7]2[CH:8]=[CH:9][C:10]([CH3:31])=[C:11]([C:13]3[CH:14]=[C:15]4[C:20](=[CH:21][CH:22]=3)[C:19](=[O:23])[N:18]([CH2:24][CH:25]3[CH2:27][CH2:26]3)[CH:17]=[C:16]4[C:28](O)=[O:29])[CH:12]=2)=[O:6])[CH2:3][CH2:2]1.O1CCCC1.B.